From a dataset of Full USPTO retrosynthesis dataset with 1.9M reactions from patents (1976-2016). Predict the reactants needed to synthesize the given product. (1) The reactants are: [F:1][C:2]([F:19])([F:18])[O:3][C:4]1[CH:9]=[CH:8][C:7]([C:10]2[CH:15]=[CH:14][C:13]([CH:16]=[O:17])=[CH:12][CH:11]=2)=[CH:6][CH:5]=1.CC(C)=[O:22]. Given the product [F:1][C:2]([F:18])([F:19])[O:3][C:4]1[CH:5]=[CH:6][C:7]([C:10]2[CH:15]=[CH:14][C:13]([C:16]([OH:22])=[O:17])=[CH:12][CH:11]=2)=[CH:8][CH:9]=1, predict the reactants needed to synthesize it. (2) Given the product [F:9][C:4]1[CH:3]=[C:2]([NH:20][CH2:19][CH2:18][C:15]2[CH:14]=[CH:13][C:12]([C:11]([F:22])([F:10])[F:21])=[CH:17][N:16]=2)[CH:7]=[CH:6][C:5]=1[CH3:8], predict the reactants needed to synthesize it. The reactants are: Br[C:2]1[CH:7]=[CH:6][C:5]([CH3:8])=[C:4]([F:9])[CH:3]=1.[F:10][C:11]([F:22])([F:21])[C:12]1[CH:13]=[CH:14][C:15]([CH2:18][CH2:19][NH2:20])=[N:16][CH:17]=1. (3) Given the product [C:1]([C:3]1[C:4]([C:13]2[CH:14]=[CH:15][C:16]([C:19]3[S:20][CH:21]=[CH:22][C:23]=3[S:24][CH3:25])=[CH:17][CH:18]=2)=[C:5]([C:8]([O:10][CH2:11][CH3:12])=[O:9])[NH:6][C:7]=1[I:26])#[N:2], predict the reactants needed to synthesize it. The reactants are: [C:1]([C:3]1[C:4]([C:13]2[CH:18]=[CH:17][C:16]([C:19]3[S:20][CH:21]=[CH:22][C:23]=3[S:24][CH3:25])=[CH:15][CH:14]=2)=[C:5]([C:8]([O:10][CH2:11][CH3:12])=[O:9])[NH:6][CH:7]=1)#[N:2].[I:26]NC(=O)CCC(N)=O. (4) Given the product [C:1]([C:4]1[S:5][CH:6]=[C:7]([C:9]([NH:12][C@@H:13]([CH3:30])[CH2:14][N:15]2[CH:19]=[CH:18][C:17]([C:20]3[CH:27]=[CH:26][C:23]([C:24]#[N:25])=[C:22]([Cl:28])[C:21]=3[CH3:29])=[N:16]2)=[O:11])[N:8]=1)(=[O:3])[CH3:2], predict the reactants needed to synthesize it. The reactants are: [C:1]([C:4]1[S:5][CH:6]=[C:7]([C:9]([OH:11])=O)[N:8]=1)(=[O:3])[CH3:2].[NH2:12][C@@H:13]([CH3:30])[CH2:14][N:15]1[CH:19]=[CH:18][C:17]([C:20]2[CH:27]=[CH:26][C:23]([C:24]#[N:25])=[C:22]([Cl:28])[C:21]=2[CH3:29])=[N:16]1. (5) The reactants are: [CH3:1][C:2]1[C:11]2[C:6](=[CH:7][CH:8]=[CH:9][CH:10]=2)[CH:5]=[N:4][C:3]=1[N:12]([CH2:27][C:28]1[CH:33]=[CH:32][C:31]([O:34][C:35]([F:38])([F:37])[F:36])=[CH:30][CH:29]=1)[S:13]([C:16]1[CH:26]=[CH:25][C:19]([C:20]([O:22]CC)=[O:21])=[CH:18][CH:17]=1)(=[O:15])=[O:14].[OH-].[Na+:40]. Given the product [CH3:1][C:2]1[C:11]2[C:6](=[CH:7][CH:8]=[CH:9][CH:10]=2)[CH:5]=[N:4][C:3]=1[N:12]([CH2:27][C:28]1[CH:29]=[CH:30][C:31]([O:34][C:35]([F:38])([F:36])[F:37])=[CH:32][CH:33]=1)[S:13]([C:16]1[CH:17]=[CH:18][C:19]([C:20]([O-:22])=[O:21])=[CH:25][CH:26]=1)(=[O:15])=[O:14].[Na+:40], predict the reactants needed to synthesize it.